From a dataset of Catalyst prediction with 721,799 reactions and 888 catalyst types from USPTO. Predict which catalyst facilitates the given reaction. (1) Reactant: Cl[CH2:2][Si:3]1([CH3:8])[CH2:7][CH2:6][CH2:5][CH2:4]1.[C:9]([CH2:11][C:12]([O:14][CH2:15][CH3:16])=[O:13])#[N:10].[I-].[K+].[C:19](=O)([O-])[O-].[K+].[K+].[Cl-].[NH4+]. Product: [CH3:8][Si:3]1([CH2:2][CH2:19][CH:11]([C:9]#[N:10])[C:12]([O:14][CH2:15][CH3:16])=[O:13])[CH2:7][CH2:6][CH2:5][CH2:4]1. The catalyst class is: 10. (2) Reactant: [CH2:1]([O:3][C:4](=[O:17])[CH:5]=[CH:6][C:7]1[CH:12]=[CH:11][C:10]([CH:13]=[O:14])=[CH:9][C:8]=1[O:15][CH3:16])[CH3:2].C(N(CC)C(C)C)(C)C. Product: [CH2:1]([O:3][C:4](=[O:17])[CH2:5][CH2:6][C:7]1[CH:12]=[CH:11][C:10]([CH2:13][OH:14])=[CH:9][C:8]=1[O:15][CH3:16])[CH3:2]. The catalyst class is: 29. (3) Reactant: C1(O[C:8](=[O:26])[NH:9][C:10]2[CH:15]=[CH:14][CH:13]=[C:12]([C:16]#[C:17][C:18]3[C:19]([NH2:25])=[N:20][CH:21]=[N:22][C:23]=3[NH2:24])[CH:11]=2)C=CC=CC=1.[O:27]1[CH2:32][CH2:31][O:30][CH2:29][CH:28]1[CH2:33][NH2:34].C(N(CC)CC)C. Product: [NH2:24][C:23]1[C:18]([C:17]#[C:16][C:12]2[CH:11]=[C:10]([NH:9][C:8]([NH:34][CH2:33][CH:28]3[CH2:29][O:30][CH2:31][CH2:32][O:27]3)=[O:26])[CH:15]=[CH:14][CH:13]=2)=[C:19]([NH2:25])[N:20]=[CH:21][N:22]=1. The catalyst class is: 1. (4) Reactant: C1O[C:4]2([CH2:13][CH2:12][C:11]3[C:6](=[CH:7][CH:8]=[C:9]([C:14]([NH2:16])=[O:15])[CH:10]=3)[CH2:5]2)[O:3]C1.C1(C)C=CC(S(O)(=O)=O)=CC=1. Product: [CH2:5]1[C:6]2[C:11](=[CH:10][C:9]([C:14]([NH2:16])=[O:15])=[CH:8][CH:7]=2)[CH2:12][CH2:13][C:4]1=[O:3]. The catalyst class is: 21. (5) Reactant: [Cl:1][C:2]1[CH:3]=[CH:4][C:5]([N+:24]([O-])=O)=[C:6]([CH:23]=1)[C:7]([NH:9][C:10]1[CH:14]=[CH:13][N:12]([C:15]2[CH:20]=[CH:19][C:18]([CH3:21])=[C:17]([CH3:22])[CH:16]=2)[N:11]=1)=[O:8]. Product: [NH2:24][C:5]1[CH:4]=[CH:3][C:2]([Cl:1])=[CH:23][C:6]=1[C:7]([NH:9][C:10]1[CH:14]=[CH:13][N:12]([C:15]2[CH:20]=[CH:19][C:18]([CH3:21])=[C:17]([CH3:22])[CH:16]=2)[N:11]=1)=[O:8]. The catalyst class is: 183.